The task is: Regression/Classification. Given a drug SMILES string, predict its toxicity properties. Task type varies by dataset: regression for continuous values (e.g., LD50, hERG inhibition percentage) or binary classification for toxic/non-toxic outcomes (e.g., AMES mutagenicity, cardiotoxicity, hepatotoxicity). Dataset: herg_karim.. This data is from hERG potassium channel inhibition data for cardiac toxicity prediction from Karim et al.. The result is 0 (non-blocker). The molecule is Cc1ncc(-c2nc(Nc3ccc(C(N)=O)c(F)c3)ncc2F)n1C(C)C.